This data is from Peptide-MHC class I binding affinity with 185,985 pairs from IEDB/IMGT. The task is: Regression. Given a peptide amino acid sequence and an MHC pseudo amino acid sequence, predict their binding affinity value. This is MHC class I binding data. (1) The peptide sequence is GPQSNQRSA. The binding affinity (normalized) is 0.455. The MHC is HLA-B07:02 with pseudo-sequence HLA-B07:02. (2) The peptide sequence is PRRIRQGLEL. The MHC is Mamu-B03 with pseudo-sequence Mamu-B03. The binding affinity (normalized) is 0.538. (3) The peptide sequence is ATAAATEAY. The MHC is SLA-10401 with pseudo-sequence SLA-10401. The binding affinity (normalized) is 0.885. (4) The peptide sequence is LVKMINHLK. The MHC is H-2-Dd with pseudo-sequence H-2-Dd. The binding affinity (normalized) is 0. (5) The peptide sequence is QQFANVISK. The MHC is HLA-A68:01 with pseudo-sequence HLA-A68:01. The binding affinity (normalized) is 0.393. (6) The peptide sequence is EDEREVSVPA. The MHC is Patr-B2401 with pseudo-sequence Patr-B2401. The binding affinity (normalized) is 0.198.